Dataset: Catalyst prediction with 721,799 reactions and 888 catalyst types from USPTO. Task: Predict which catalyst facilitates the given reaction. (1) Reactant: [BrH:1].BrBr.[NH:4]1[CH2:9][CH2:8][C:7](=[O:10])[CH2:6][CH2:5]1. Product: [BrH:1].[Br:1][CH:6]1[C:7](=[O:10])[CH2:8][CH2:9][NH:4][CH2:5]1. The catalyst class is: 15. (2) Reactant: [O:1]1[C:6]2=[N:7][CH:8]=[CH:9][CH:10]=[C:5]2[CH:4](O)[CH2:3][CH2:2]1.S(Cl)([Cl:14])=O.C([O-])(O)=O.[Na+]. Product: [Cl:14][CH:4]1[C:5]2[C:6](=[N:7][CH:8]=[CH:9][CH:10]=2)[O:1][CH2:2][CH2:3]1. The catalyst class is: 2. (3) Reactant: [C:1](Cl)(=[O:3])[CH3:2].C(N(CC)C(C)C)(C)C.[CH3:14][C:15]1[CH:32]=[C:31](/[CH:33]=[CH:34]/[C:35]([F:38])([F:37])[F:36])[CH:30]=[CH:29][C:16]=1[C:17]([NH:19][C:20]1[CH:21]=[C:22]2[CH:28]=[CH:27][NH:26][C:23]2=[N:24][CH:25]=1)=[O:18]. Product: [C:1]([N:26]1[C:23]2=[N:24][CH:25]=[C:20]([NH:19][C:17](=[O:18])[C:16]3[CH:29]=[CH:30][C:31](/[CH:33]=[CH:34]/[C:35]([F:36])([F:38])[F:37])=[CH:32][C:15]=3[CH3:14])[CH:21]=[C:22]2[CH:28]=[CH:27]1)(=[O:3])[CH3:2]. The catalyst class is: 2. (4) Reactant: Br[CH2:2][C:3]([O:5][CH2:6][C:7]1[CH:12]=[CH:11][CH:10]=[CH:9][CH:8]=1)=[O:4].[O:13]=[C:14]1[CH2:19][CH2:18][N:17]([C:20]([O:22][C:23]([CH3:26])([CH3:25])[CH3:24])=[O:21])[CH2:16][CH2:15]1.O.C(OCC)(=O)C. Product: [CH2:6]([O:5][C:3](=[O:4])[CH2:2][C:14]1([OH:13])[CH2:15][CH2:16][N:17]([C:20]([O:22][C:23]([CH3:25])([CH3:24])[CH3:26])=[O:21])[CH2:18][CH2:19]1)[C:7]1[CH:12]=[CH:11][CH:10]=[CH:9][CH:8]=1. The catalyst class is: 324. (5) Reactant: [CH:1]1[C:6]([OH:7])=[CH:5][C:4]2[C:8]([CH2:11][CH2:12][NH2:13])=[CH:9][NH:10][C:3]=2[CH:2]=1.Cl.C(=O)([O-])[O-].[K+].[K+].[C:21](O[C:21]([O:23][C:24]([CH3:27])([CH3:26])[CH3:25])=[O:22])([O:23][C:24]([CH3:27])([CH3:26])[CH3:25])=[O:22]. Product: [OH:7][C:6]1[CH:5]=[C:4]2[C:3](=[CH:2][CH:1]=1)[NH:10][CH:9]=[C:8]2[CH2:11][CH2:12][NH:13][C:21](=[O:22])[O:23][C:24]([CH3:27])([CH3:26])[CH3:25]. The catalyst class is: 6.